From a dataset of Reaction yield outcomes from USPTO patents with 853,638 reactions. Predict the reaction yield, written as a fraction of the theoretical maximum amount of product (1.0 means a 100% yield; for example, 0.34 means a 34% yield). (1) The reactants are [F:1][C:2]1[CH:3]=[CH:4][C:5]2[N:6]([CH:8]=[C:9]([C:11]([NH:13][C@H:14]3[CH2:19][CH2:18][C@@H:17]([N:20]4[C:25](=[O:26])[C:24]5[CH:27]=[C:28]([F:31])[CH:29]=[N:30][C:23]=5[N:22]([C:32]5[CH:37]=[CH:36][CH:35]=[C:34](I)[CH:33]=5)[C:21]4=[O:39])[CH2:16][CH2:15]3)=[O:12])[N:10]=2)[CH:7]=1.C(=O)([O-])[O-].[K+].[K+].C(O)CO.[C:50]1([SH:56])[CH:55]=[CH:54][CH:53]=[CH:52][CH:51]=1. The catalyst is [Cl-].[Na+].O.[Cu]I.C(OCC)(=O)C.C(O)(C)C. The product is [F:1][C:2]1[CH:3]=[CH:4][C:5]2[N:6]([CH:8]=[C:9]([C:11]([NH:13][C@H:14]3[CH2:19][CH2:18][C@@H:17]([N:20]4[C:25](=[O:26])[C:24]5[CH:27]=[C:28]([F:31])[CH:29]=[N:30][C:23]=5[N:22]([C:32]5[CH:37]=[CH:36][CH:35]=[C:34]([S:56][C:50]6[CH:55]=[CH:54][CH:53]=[CH:52][CH:51]=6)[CH:33]=5)[C:21]4=[O:39])[CH2:16][CH2:15]3)=[O:12])[N:10]=2)[CH:7]=1. The yield is 0.620. (2) The reactants are [CH3:1][O:2][C:3]1[CH:4]=[CH:5][C:6]2[C:19]3[CH:18]=[CH:17][CH:16]=[CH:15][C:14]=3[C:13](=[O:20])[C:12]3[C:7]=2[C:8]=1[CH:9]=[CH:10][CH:11]=3.[OH:21][S:22](O)(=[O:24])=[O:23].O=S(=O)=O. No catalyst specified. The product is [CH3:1][O:2][C:3]1[CH:4]=[CH:5][C:6]2[C:19]3[CH:18]=[CH:17][C:16]([S:22]([OH:24])(=[O:23])=[O:21])=[CH:15][C:14]=3[C:13](=[O:20])[C:12]3[C:7]=2[C:8]=1[CH:9]=[CH:10][CH:11]=3. The yield is 0.310. (3) The reactants are [F:1][C:2]1[CH:3]=[C:4]([CH:6]=[C:7]([F:13])[C:8]=1[Si:9]([CH3:12])([CH3:11])[CH3:10])[NH2:5].[CH2:14]([N:17]([CH2:31][CH:32]=[CH2:33])[CH:18]([C:22]1[CH:27]=[CH:26][C:25]([CH2:28][O:29][CH3:30])=[CH:24][CH:23]=1)[C:19](O)=[O:20])[CH:15]=[CH2:16].CCN(C(C)C)C(C)C.C(P1(=O)OP(CCC)(=O)OP(CCC)(=O)O1)CC. The catalyst is CN(C1C=CN=CC=1)C.C(OCC)(=O)C.O. The product is [CH2:31]([N:17]([CH2:14][CH:15]=[CH2:16])[CH:18]([C:22]1[CH:23]=[CH:24][C:25]([CH2:28][O:29][CH3:30])=[CH:26][CH:27]=1)[C:19]([NH:5][C:4]1[CH:6]=[C:7]([F:13])[C:8]([Si:9]([CH3:10])([CH3:12])[CH3:11])=[C:2]([F:1])[CH:3]=1)=[O:20])[CH:32]=[CH2:33]. The yield is 0.596. (4) The reactants are I[C:2]1[CH:7]=[CH:6][CH:5]=[CH:4][CH:3]=1.[CH2:8]=[CH:9][C:10]1[CH:15]=[CH:14][CH:13]=[CH:12][CH:11]=1.C(N(CC)CC)C. No catalyst specified. The product is [C:2]1([CH:8]=[CH:9][C:10]2[CH:15]=[CH:14][CH:13]=[CH:12][CH:11]=2)[CH:7]=[CH:6][CH:5]=[CH:4][CH:3]=1. The yield is 1.00. (5) The reactants are CS(C)=O.[F:5][C:6]1[C:11]([F:12])=[CH:10][CH:9]=[CH:8][C:7]=1[C@@H:13]1[CH2:23][CH2:22][C@@H:21]([OH:24])[C:16]2=[N:17][CH:18]=[CH:19][CH:20]=[C:15]2[CH2:14]1.CCN(CC)CC.O. The product is [F:5][C:6]1[C:11]([F:12])=[CH:10][CH:9]=[CH:8][C:7]=1[CH:13]1[CH2:23][CH2:22][C:21](=[O:24])[C:16]2=[N:17][CH:18]=[CH:19][CH:20]=[C:15]2[CH2:14]1. The yield is 0.720. The catalyst is C(Cl)Cl.CCOC(C)=O. (6) The reactants are Br[C:2]1[CH:3]=[C:4]2[C:9](=[N:10][CH:11]=1)[N:8]=[C:7]([CH3:12])[C:6]([C:13]([NH:15][CH2:16][C:17]1[CH:22]=[CH:21][C:20]([C:23]([CH3:26])([CH3:25])[CH3:24])=[CH:19][CH:18]=1)=[O:14])=[CH:5]2.[CH3:27][NH:28]CCNC.[C-]#N.[Na+]. The catalyst is C1(C)C=CC=CC=1.[NH4+].[OH-].[Cu]I. The product is [C:23]([C:20]1[CH:21]=[CH:22][C:17]([CH2:16][NH:15][C:13]([C:6]2[C:7]([CH3:12])=[N:8][C:9]3[C:4]([CH:5]=2)=[CH:3][C:2]([C:27]#[N:28])=[CH:11][N:10]=3)=[O:14])=[CH:18][CH:19]=1)([CH3:26])([CH3:25])[CH3:24]. The yield is 0.320. (7) The reactants are [Li+].CC([N-]C(C)C)C.[CH2:9]([O:11][C:12](=[O:21])[CH:13]([C:15]1[CH:20]=[CH:19][CH:18]=[CH:17][CH:16]=1)[CH3:14])[CH3:10].[Br:22][CH2:23][CH2:24][CH2:25][CH2:26]Br.[NH4+].[Cl-]. The catalyst is C1COCC1.CN1C(=O)N(C)CCC1. The product is [Br:22][CH2:23][CH2:24][CH2:25][CH2:26][C:13]([CH3:14])([C:15]1[CH:20]=[CH:19][CH:18]=[CH:17][CH:16]=1)[C:12]([O:11][CH2:9][CH3:10])=[O:21]. The yield is 0.990.